This data is from Full USPTO retrosynthesis dataset with 1.9M reactions from patents (1976-2016). The task is: Predict the reactants needed to synthesize the given product. Given the product [CH2:8]([C:4]1[C:3]([CH3:16])=[C:2]([OH:1])[CH:7]=[CH:6][CH:5]=1)[C:10]1[CH:11]=[CH:12][CH:13]=[CH:14][CH:15]=1, predict the reactants needed to synthesize it. The reactants are: [OH:1][C:2]1[C:3]([CH3:16])=[C:4]([C:8]([C:10]2[CH:15]=[CH:14][CH:13]=[CH:12][CH:11]=2)=O)[CH:5]=[CH:6][CH:7]=1.C([SiH](CC)CC)C.C(O)(C(F)(F)F)=O.[NH4+].[Cl-].